This data is from Full USPTO retrosynthesis dataset with 1.9M reactions from patents (1976-2016). The task is: Predict the reactants needed to synthesize the given product. Given the product [C:1]([O:9][C@@H:10]1[C@@H:17]([O:18][C:19](=[O:26])[C:20]2[CH:25]=[CH:24][CH:23]=[CH:22][CH:21]=2)[C@H:16]([F:48])[C@@H:15]([CH2:28][O:29][C:30](=[O:37])[C:31]2[CH:36]=[CH:35][CH:34]=[CH:33][CH:32]=2)[O:14][C@@H:11]1[O:12][CH3:13])(=[O:8])[C:2]1[CH:7]=[CH:6][CH:5]=[CH:4][CH:3]=1, predict the reactants needed to synthesize it. The reactants are: [C:1]([O:9][C@@H:10]1[C@@H:17]([O:18][C:19](=[O:26])[C:20]2[CH:25]=[CH:24][CH:23]=[CH:22][CH:21]=2)[C@@H:16](O)[C@@H:15]([CH2:28][O:29][C:30](=[O:37])[C:31]2[CH:36]=[CH:35][CH:34]=[CH:33][CH:32]=2)[O:14][C@@H:11]1[O:12][CH3:13])(=[O:8])[C:2]1[CH:7]=[CH:6][CH:5]=[CH:4][CH:3]=1.COCCN(S(F)(F)[F:48])CCOC.